The task is: Regression. Given two drug SMILES strings and cell line genomic features, predict the synergy score measuring deviation from expected non-interaction effect.. This data is from NCI-60 drug combinations with 297,098 pairs across 59 cell lines. (1) Drug 1: CCCS(=O)(=O)NC1=C(C(=C(C=C1)F)C(=O)C2=CNC3=C2C=C(C=N3)C4=CC=C(C=C4)Cl)F. Drug 2: CC1=C(C=C(C=C1)NC(=O)C2=CC=C(C=C2)CN3CCN(CC3)C)NC4=NC=CC(=N4)C5=CN=CC=C5. Cell line: RPMI-8226. Synergy scores: CSS=-7.77, Synergy_ZIP=-0.781, Synergy_Bliss=-4.90, Synergy_Loewe=-8.30, Synergy_HSA=-9.22. (2) Drug 1: CN(C)N=NC1=C(NC=N1)C(=O)N. Drug 2: C1=CC=C(C=C1)NC(=O)CCCCCCC(=O)NO. Cell line: A549. Synergy scores: CSS=6.74, Synergy_ZIP=-2.25, Synergy_Bliss=-1.61, Synergy_Loewe=-8.63, Synergy_HSA=-2.81.